Dataset: Catalyst prediction with 721,799 reactions and 888 catalyst types from USPTO. Task: Predict which catalyst facilitates the given reaction. (1) Reactant: [H-].[Na+].[CH3:3][CH:4]([CH3:19])[CH2:5][CH2:6][N:7]1[C:12]2[CH:13]=[CH:14][CH:15]=[CH:16][C:11]=2[C:10](=[O:17])O[C:8]1=[O:18].[Br:20][C:21]1[CH:37]=[CH:36][C:24]2[N:25]=[C:26]([CH2:31]C(OC)=O)[NH:27][S:28](=[O:30])(=[O:29])[C:23]=2[CH:22]=1.C(O)(=O)C. Product: [Br:20][C:21]1[CH:37]=[CH:36][C:24]2[N:25]=[C:26]([C:31]3[C:8](=[O:18])[N:7]([CH2:6][CH2:5][CH:4]([CH3:3])[CH3:19])[C:12]4[C:11]([C:10]=3[OH:17])=[CH:16][CH:15]=[CH:14][CH:13]=4)[NH:27][S:28](=[O:30])(=[O:29])[C:23]=2[CH:22]=1. The catalyst class is: 30. (2) Reactant: [CH2:1]([O:3][C:4]([C:6]1([CH2:19][C:20]#[N:21])[CH2:11][CH2:10][N:9](C(OC(C)(C)C)=O)[CH2:8][CH2:7]1)=[O:5])[CH3:2].FC(F)(F)C(O)=O. Product: [CH2:1]([O:3][C:4]([C:6]1([CH2:19][C:20]#[N:21])[CH2:7][CH2:8][NH:9][CH2:10][CH2:11]1)=[O:5])[CH3:2]. The catalyst class is: 2. (3) Product: [CH2:23]([O:5][C:4](=[O:6])[CH2:3][CH:2]([CH3:1])[CH2:7][CH2:8][CH2:9][CH:10]([CH3:22])[CH2:11][CH2:12][CH2:13][CH:14]([CH3:21])[CH2:15][CH2:16][CH2:17][CH:18]([CH3:20])[CH3:19])[CH3:24]. Reactant: [CH3:1][CH:2]([CH2:7][CH2:8][CH2:9][CH:10]([CH3:22])[CH2:11][CH2:12][CH2:13][CH:14]([CH3:21])[CH2:15][CH2:16][CH2:17][CH:18]([CH3:20])[CH3:19])[CH2:3][C:4]([OH:6])=[O:5].[CH2:23](O)[CH3:24].OS(O)(=O)=O. The catalyst class is: 22. (4) Reactant: C(OC([NH:8][CH2:9][C@H:10]1[CH2:15][CH2:14][C@H:13]([C:16]([NH:18][C@H:19]([C:50]([NH:52][C:53]2[CH:54]=[CH:55][C:56]3[N:60]=[C:59]([C:61]([F:70])([F:69])[C:62]([F:68])([F:67])[C:63]([F:66])([F:65])[F:64])[NH:58][C:57]=3[CH:71]=2)=[O:51])[CH2:20][C:21]2[CH:26]=[CH:25][C:24]([C:27]3[CH:32]=[CH:31][C:30]([C:33]([NH:35][CH:36]4[CH2:41][CH2:40][N:39](C(OC(C)(C)C)=O)[CH2:38][CH2:37]4)=[O:34])=[CH:29][C:28]=3[CH3:49])=[CH:23][CH:22]=2)=[O:17])[CH2:12][CH2:11]1)=O)(C)(C)C.[ClH:72]. Product: [ClH:72].[NH2:8][CH2:9][C@H:10]1[CH2:15][CH2:14][C@H:13]([C:16]([NH:18][C@H:19]([C:50]([NH:52][C:53]2[CH:54]=[CH:55][C:56]3[N:60]=[C:59]([C:61]([F:70])([F:69])[C:62]([F:68])([F:67])[C:63]([F:64])([F:65])[F:66])[NH:58][C:57]=3[CH:71]=2)=[O:51])[CH2:20][C:21]2[CH:22]=[CH:23][C:24]([C:27]3[CH:32]=[CH:31][C:30]([C:33]([NH:35][CH:36]4[CH2:41][CH2:40][NH:39][CH2:38][CH2:37]4)=[O:34])=[CH:29][C:28]=3[CH3:49])=[CH:25][CH:26]=2)=[O:17])[CH2:12][CH2:11]1. The catalyst class is: 12. (5) Reactant: [F:1][C:2]1[CH:7]=[CH:6][CH:5]=[C:4]([N+:8]([O-:10])=[O:9])[C:3]=1[OH:11].[CH3:12][O:13][C:14](=[O:17])[CH2:15]Br.C(=O)([O-])[O-].[K+].[K+]. Product: [F:1][C:2]1[CH:7]=[CH:6][CH:5]=[C:4]([N+:8]([O-:10])=[O:9])[C:3]=1[O:11][CH2:15][C:14]([O:13][CH3:12])=[O:17]. The catalyst class is: 21. (6) Reactant: [C:1]1([C:26]2[CH:31]=[CH:30][CH:29]=[CH:28][CH:27]=2)[CH:6]=[CH:5][C:4]([C:7]2[O:8][C:9]([CH3:25])=[C:10]([CH2:12][CH2:13][O:14]S(C3C(C)=CC=CC=3)(=O)=O)[N:11]=2)=[CH:3][CH:2]=1.C([O:34][C:35](=[O:55])[C:36]([CH3:54])([O:47][C:48]1[CH:53]=[CH:52][CH:51]=[CH:50][CH:49]=1)[CH2:37][C:38]1[CH:43]=[CH:42][C:41](O)=[C:40]([O:45][CH3:46])[CH:39]=1)C. Product: [C:1]1([C:26]2[CH:27]=[CH:28][CH:29]=[CH:30][CH:31]=2)[CH:2]=[CH:3][C:4]([C:7]2[O:8][C:9]([CH3:25])=[C:10]([CH2:12][CH2:13][O:14][C:41]3[CH:42]=[CH:43][C:38]([CH2:37][C:36]([CH3:54])([O:47][C:48]4[CH:49]=[CH:50][CH:51]=[CH:52][CH:53]=4)[C:35]([OH:55])=[O:34])=[CH:39][C:40]=3[O:45][CH3:46])[N:11]=2)=[CH:5][CH:6]=1. The catalyst class is: 8.